From a dataset of Catalyst prediction with 721,799 reactions and 888 catalyst types from USPTO. Predict which catalyst facilitates the given reaction. Reactant: [H-].[Na+].Cl[C:4]1[CH:9]=[CH:8][N:7]=[C:6]([NH2:10])[N:5]=1.[CH3:11][C:12]1([CH3:19])[O:16][CH:15]([CH2:17][OH:18])[CH2:14][O:13]1. Product: [CH3:11][C:12]1([CH3:19])[O:16][CH:15]([CH2:17][O:18][C:4]2[CH:9]=[CH:8][N:7]=[C:6]([NH2:10])[N:5]=2)[CH2:14][O:13]1. The catalyst class is: 12.